This data is from Retrosynthesis with 50K atom-mapped reactions and 10 reaction types from USPTO. The task is: Predict the reactants needed to synthesize the given product. (1) The reactants are: CC(C)(C)OC(=O)NCC(=O)O.COc1ccc(C2=NN(C3CCNCC3)C(=O)C3(CCCC3)C2)cc1OC. Given the product COc1ccc(C2=NN(C3CCN(C(=O)CNC(=O)OC(C)(C)C)CC3)C(=O)C3(CCCC3)C2)cc1OC, predict the reactants needed to synthesize it. (2) Given the product CCOC(=O)Cc1cccc(-c2ccc(C(F)(F)F)cc2CN(CC)C(=O)C2CC2)n1, predict the reactants needed to synthesize it. The reactants are: CCNCc1cc(C(F)(F)F)ccc1-c1cccc(CC(=O)OCC)n1.O=C(Cl)C1CC1.